Dataset: NCI-60 drug combinations with 297,098 pairs across 59 cell lines. Task: Regression. Given two drug SMILES strings and cell line genomic features, predict the synergy score measuring deviation from expected non-interaction effect. (1) Drug 1: CC(C)NC(=O)C1=CC=C(C=C1)CNNC.Cl. Drug 2: N.N.Cl[Pt+2]Cl. Cell line: SN12C. Synergy scores: CSS=33.8, Synergy_ZIP=-9.43, Synergy_Bliss=-1.57, Synergy_Loewe=-6.68, Synergy_HSA=0.372. (2) Drug 1: C1C(C(OC1N2C=C(C(=O)NC2=O)F)CO)O. Drug 2: C1=CN(C(=O)N=C1N)C2C(C(C(O2)CO)O)O.Cl. Cell line: K-562. Synergy scores: CSS=49.9, Synergy_ZIP=-1.64, Synergy_Bliss=-2.17, Synergy_Loewe=-0.403, Synergy_HSA=5.06. (3) Drug 1: CS(=O)(=O)CCNCC1=CC=C(O1)C2=CC3=C(C=C2)N=CN=C3NC4=CC(=C(C=C4)OCC5=CC(=CC=C5)F)Cl. Drug 2: CC(C)(C#N)C1=CC(=CC(=C1)CN2C=NC=N2)C(C)(C)C#N. Cell line: HCT-15. Synergy scores: CSS=-10.2, Synergy_ZIP=11.4, Synergy_Bliss=13.8, Synergy_Loewe=-8.37, Synergy_HSA=-5.47. (4) Drug 1: CC1C(C(CC(O1)OC2CC(OC(C2O)C)OC3=CC4=CC5=C(C(=O)C(C(C5)C(C(=O)C(C(C)O)O)OC)OC6CC(C(C(O6)C)O)OC7CC(C(C(O7)C)O)OC8CC(C(C(O8)C)O)(C)O)C(=C4C(=C3C)O)O)O)O. Drug 2: CC(C)(C#N)C1=CC(=CC(=C1)CN2C=NC=N2)C(C)(C)C#N. Cell line: KM12. Synergy scores: CSS=30.2, Synergy_ZIP=4.42, Synergy_Bliss=4.64, Synergy_Loewe=-0.786, Synergy_HSA=-0.0969.